Task: Regression. Given two drug SMILES strings and cell line genomic features, predict the synergy score measuring deviation from expected non-interaction effect.. Dataset: NCI-60 drug combinations with 297,098 pairs across 59 cell lines Drug 1: CC1=C2C(C(=O)C3(C(CC4C(C3C(C(C2(C)C)(CC1OC(=O)C(C(C5=CC=CC=C5)NC(=O)OC(C)(C)C)O)O)OC(=O)C6=CC=CC=C6)(CO4)OC(=O)C)O)C)O. Drug 2: CC1=C(N=C(N=C1N)C(CC(=O)N)NCC(C(=O)N)N)C(=O)NC(C(C2=CN=CN2)OC3C(C(C(C(O3)CO)O)O)OC4C(C(C(C(O4)CO)O)OC(=O)N)O)C(=O)NC(C)C(C(C)C(=O)NC(C(C)O)C(=O)NCCC5=NC(=CS5)C6=NC(=CS6)C(=O)NCCC[S+](C)C)O. Cell line: CAKI-1. Synergy scores: CSS=56.8, Synergy_ZIP=-7.76, Synergy_Bliss=-6.41, Synergy_Loewe=1.45, Synergy_HSA=3.56.